Dataset: Peptide-MHC class I binding affinity with 185,985 pairs from IEDB/IMGT. Task: Regression. Given a peptide amino acid sequence and an MHC pseudo amino acid sequence, predict their binding affinity value. This is MHC class I binding data. (1) The peptide sequence is YQVKYPNL. The MHC is H-2-Db with pseudo-sequence H-2-Db. The binding affinity (normalized) is 0. (2) The peptide sequence is VQRQIQVHA. The MHC is HLA-A68:02 with pseudo-sequence HLA-A68:02. The binding affinity (normalized) is 0.